Predict the product of the given reaction. From a dataset of Forward reaction prediction with 1.9M reactions from USPTO patents (1976-2016). (1) Given the reactants [Cl-].C(C[P+](C)(C)C)#N.C[Si]([N-][Si](C)(C)C)(C)C.[K+].[C:19]1([CH:25](O)[CH3:26])[CH:24]=[CH:23][CH:22]=[CH:21][CH:20]=1.[F:28][C:29]1([F:57])[CH2:34][CH2:33][N:32]([C:35]([C:37]2[NH:38][C:39]3[C:44]([CH:45]=2)=[CH:43][C:42]([C:46]([N:48]2[CH2:53][CH2:52][N:51]([CH:54]([CH3:56])[CH3:55])[CH2:50][CH2:49]2)=[O:47])=[CH:41][CH:40]=3)=[O:36])[CH2:31][CH2:30]1, predict the reaction product. The product is: [F:57][C:29]1([F:28])[CH2:34][CH2:33][N:32]([C:35]([C:37]2[N:38]([CH:25]([C:19]3[CH:24]=[CH:23][CH:22]=[CH:21][CH:20]=3)[CH3:26])[C:39]3[C:44]([CH:45]=2)=[CH:43][C:42]([C:46]([N:48]2[CH2:49][CH2:50][N:51]([CH:54]([CH3:55])[CH3:56])[CH2:52][CH2:53]2)=[O:47])=[CH:41][CH:40]=3)=[O:36])[CH2:31][CH2:30]1. (2) Given the reactants [F:1][C:2]1[CH:3]=[CH:4][C:5]2[O:9][C:8]([C:10](OC)=[O:11])=[C:7]([CH2:14][O:15][CH3:16])[C:6]=2[CH:17]=1.[Cl-].[Ca+2].[Cl-].[BH4-].[Na+].[Cl-].[NH4+].C[N+]1([O-])CCOCC1, predict the reaction product. The product is: [F:1][C:2]1[CH:3]=[CH:4][C:5]2[O:9][C:8]([CH:10]=[O:11])=[C:7]([CH2:14][O:15][CH3:16])[C:6]=2[CH:17]=1.